Dataset: Reaction yield outcomes from USPTO patents with 853,638 reactions. Task: Predict the reaction yield, written as a fraction of the theoretical maximum amount of product (1.0 means a 100% yield; for example, 0.34 means a 34% yield). (1) The reactants are [CH3:1][O:2][C:3]1[CH:12]=[C:11]([O:13][CH3:14])[CH:10]=[C:9]2[C:4]=1[C:5](=[O:29])[NH:6][C:7]([C:15]1[CH:20]=[CH:19][C:18]([NH:21][C:22]([CH2:24][O:25]C(=O)C)=[O:23])=[CH:17][CH:16]=1)=[N:8]2.C(=O)([O-])[O-].[K+].[K+]. The catalyst is C1COCC1.CO. The product is [CH3:1][O:2][C:3]1[CH:12]=[C:11]([O:13][CH3:14])[CH:10]=[C:9]2[C:4]=1[C:5](=[O:29])[NH:6][C:7]([C:15]1[CH:16]=[CH:17][C:18]([NH:21][C:22](=[O:23])[CH2:24][OH:25])=[CH:19][CH:20]=1)=[N:8]2. The yield is 0.550. (2) The reactants are [CH2:1]([NH:5][C:6]1[CH:11]=[CH:10][C:9]([O:12][CH2:13][C:14]([F:17])([F:16])[F:15])=[CH:8][CH:7]=1)[CH2:2][CH:3]=[CH2:4].CCN(CC)CC.[C:25](Cl)(=[O:28])[CH:26]=[CH2:27]. The catalyst is C(Cl)Cl. The product is [CH2:1]([N:5]([C:6]1[CH:11]=[CH:10][C:9]([O:12][CH2:13][C:14]([F:15])([F:16])[F:17])=[CH:8][CH:7]=1)[C:25](=[O:28])[CH:26]=[CH2:27])[CH2:2][CH:3]=[CH2:4]. The yield is 0.890.